This data is from Reaction yield outcomes from USPTO patents with 853,638 reactions. The task is: Predict the reaction yield, written as a fraction of the theoretical maximum amount of product (1.0 means a 100% yield; for example, 0.34 means a 34% yield). (1) The reactants are Br[CH:2]1[CH2:4][C:3]1([CH3:11])[C:5]1[CH:10]=[CH:9][CH:8]=[CH:7][CH:6]=1.CC(C)([O-])C.[K+].C(OCC)C.O. The catalyst is CS(C)=O. The product is [CH3:11][C:3]1([C:5]2[CH:10]=[CH:9][CH:8]=[CH:7][CH:6]=2)[CH:4]=[CH:2]1. The yield is 0.700. (2) The reactants are [I:1][C:2]1[C:3]([C:7]2[CH:12]=[CH:11][CH:10]=[CH:9][N:8]=2)=[N:4][NH:5][CH:6]=1.C(N(CC)CC)C.[CH3:20][N:21]([CH3:26])[S:22](Cl)(=[O:24])=[O:23]. The catalyst is C(Cl)(Cl)Cl. The product is [CH3:20][N:21]([CH3:26])[S:22]([N:5]1[CH:6]=[C:2]([I:1])[C:3]([C:7]2[CH:12]=[CH:11][CH:10]=[CH:9][N:8]=2)=[N:4]1)(=[O:24])=[O:23]. The yield is 0.490.